Dataset: Forward reaction prediction with 1.9M reactions from USPTO patents (1976-2016). Task: Predict the product of the given reaction. (1) Given the reactants [Cl:1][C:2]1[CH:3]=[N:4][CH:5]=[C:6]([Cl:24])[C:7]=1[S:8][C:9]1[S:13][C:12]([C:14]([NH:16][CH2:17][CH2:18][CH:19]=O)=[O:15])=[CH:11][C:10]=1[N+:21]([O-:23])=[O:22].[NH:25]1[CH2:30][CH2:29][CH:28]([C:31]([NH2:33])=[O:32])[CH2:27][CH2:26]1, predict the reaction product. The product is: [Cl:1][C:2]1[CH:3]=[N:4][CH:5]=[C:6]([Cl:24])[C:7]=1[S:8][C:9]1[S:13][C:12]([C:14]([NH:16][CH2:17][CH2:18][CH2:19][N:25]2[CH2:30][CH2:29][CH:28]([C:31]([NH2:33])=[O:32])[CH2:27][CH2:26]2)=[O:15])=[CH:11][C:10]=1[N+:21]([O-:23])=[O:22]. (2) Given the reactants C1C=C(Cl)C=C(C(OO)=O)C=1.CS[C:14]1[N:19]=[C:18]([N:20]2[C:29]3[C:24](=[CH:25][CH:26]=[C:27]([C:30]4[CH:35]=[CH:34][CH:33]=[CH:32][CH:31]=4)[N:28]=3)[CH2:23][CH2:22][CH2:21]2)[CH:17]=[C:16]([C:36]([F:39])([F:38])[F:37])[N:15]=1.[CH2:40]([NH2:48])[CH2:41][C:42]1[CH:47]=[CH:46][CH:45]=[CH:44][CH:43]=1, predict the reaction product. The product is: [CH2:40]([NH:48][C:14]1[N:19]=[C:18]([N:20]2[C:29]3[C:24](=[CH:25][CH:26]=[C:27]([C:30]4[CH:31]=[CH:32][CH:33]=[CH:34][CH:35]=4)[N:28]=3)[CH2:23][CH2:22][CH2:21]2)[CH:17]=[C:16]([C:36]([F:38])([F:37])[F:39])[N:15]=1)[CH2:41][C:42]1[CH:47]=[CH:46][CH:45]=[CH:44][CH:43]=1. (3) Given the reactants C([O:3][P:4]([C:9]1[CH:18]=[CH:17][C:16]2[C:11](=[C:12]([C:20]3[C:29]4[C:24](=[CH:25][CH:26]=[CH:27][CH:28]=4)[CH:23]=[CH:22][CH:21]=3)[CH:13]=[C:14](I)[CH:15]=2)[N:10]=1)(=[O:8])[O:5]CC)C.[C:30]([N:37]1[CH:41]=[CH:40][CH:39]=[C:38]1B(O)O)([O:32][C:33]([CH3:36])([CH3:35])[CH3:34])=[O:31].C([O-])([O-])=O.[K+].[K+].C(Cl)Cl.CCOC(C)=O, predict the reaction product. The product is: [C:33]([O:32][C:30]([N:37]1[CH:41]=[CH:40][CH:39]=[C:38]1[C:14]1[CH:15]=[C:16]2[C:11](=[C:12]([C:20]3[C:29]4[C:24](=[CH:25][CH:26]=[CH:27][CH:28]=4)[CH:23]=[CH:22][CH:21]=3)[CH:13]=1)[N:10]=[C:9]([P:4]([OH:3])([OH:5])=[O:8])[CH:18]=[CH:17]2)=[O:31])([CH3:36])([CH3:34])[CH3:35]. (4) Given the reactants [OH:1][CH:2]([CH2:7][NH:8][S:9]([C:12]1[CH:17]=[CH:16][CH:15]=[CH:14][C:13]=1[N+:18]([O-:20])=[O:19])(=[O:11])=[O:10])[C:3]([O:5][CH3:6])=[O:4].[C:21](=O)([O-])[O-].[Cs+].[Cs+].CI.CN(C)C=O, predict the reaction product. The product is: [OH:1][CH:2]([CH2:7][N:8]([CH3:21])[S:9]([C:12]1[CH:17]=[CH:16][CH:15]=[CH:14][C:13]=1[N+:18]([O-:20])=[O:19])(=[O:10])=[O:11])[C:3]([O:5][CH3:6])=[O:4]. (5) Given the reactants O.NN.[CH3:4][CH:5]1[CH2:14][C:13]2[C:8](=[CH:9][CH:10]=[CH:11][C:12]=2[O:15][C:16]2[CH:21]=[CH:20][C:19]([N+:22]([O-])=O)=[CH:18][N:17]=2)[O:7][CH2:6]1, predict the reaction product. The product is: [CH3:4][CH:5]1[CH2:14][C:13]2[C:8](=[CH:9][CH:10]=[CH:11][C:12]=2[O:15][C:16]2[N:17]=[CH:18][C:19]([NH2:22])=[CH:20][CH:21]=2)[O:7][CH2:6]1.